The task is: Predict the reactants needed to synthesize the given product.. This data is from Full USPTO retrosynthesis dataset with 1.9M reactions from patents (1976-2016). (1) Given the product [NH2:1][C:2]1[N:10]=[C:9]([F:11])[N:8]=[C:7]2[C:3]=1[N:4]=[C:5]([CH2:21][C:22]1[C:30]([I:31])=[CH:29][C:25]3[O:26][CH2:27][O:28][C:24]=3[CH:23]=1)[N:6]2[CH2:12][CH2:13][CH2:14][CH2:15][CH2:16][CH2:17][CH2:18][CH2:19][O:20][S:32](=[O:35])(=[O:34])[NH2:33], predict the reactants needed to synthesize it. The reactants are: [NH2:1][C:2]1[N:10]=[C:9]([F:11])[N:8]=[C:7]2[C:3]=1[N:4]=[C:5]([CH2:21][C:22]1[C:30]([I:31])=[CH:29][C:25]3[O:26][CH2:27][O:28][C:24]=3[CH:23]=1)[N:6]2[CH2:12][CH2:13][CH2:14][CH2:15][CH2:16][CH2:17][CH2:18][CH2:19][OH:20].[S:32](Cl)(=[O:35])(=[O:34])[NH2:33].C([O-])([O-])=O.[Ca+2]. (2) Given the product [CH2:34]([O:21][C:19](=[O:20])[CH2:22][CH2:23][C:24]1[CH:32]=[CH:31][C:27]([C:28](=[O:30])[NH:18][CH2:17][C:3]2[N:4]=[C:5]([C:7]3[CH:8]=[CH:9][C:10]([C:13]([F:16])([F:15])[F:14])=[CH:11][CH:12]=3)[O:6][C:2]=2[CH3:1])=[CH:26][C:25]=1[CH3:33])[CH3:35], predict the reactants needed to synthesize it. The reactants are: [CH3:1][C:2]1[O:6][C:5]([C:7]2[CH:12]=[CH:11][C:10]([C:13]([F:16])([F:15])[F:14])=[CH:9][CH:8]=2)=[N:4][C:3]=1[CH2:17][NH2:18].[C:19]([CH2:22][CH2:23][C:24]1[CH:32]=[CH:31][C:27]([C:28]([OH:30])=O)=[CH:26][C:25]=1[CH3:33])([OH:21])=[O:20].[CH2:34](N(CC)CC)[CH3:35].CCN=C=NCCCN(C)C. (3) Given the product [NH:8]1[CH2:11][CH:10]([CH2:12][C:13]2[N:14]([CH3:40])[C:15]3[C:20]([N:21]=2)=[C:19]([N:22]2[CH2:27][CH2:26][O:25][CH2:24][CH2:23]2)[N:18]=[C:17]([N:28]2[C:32]4[CH:33]=[CH:34][CH:35]=[CH:36][C:31]=4[N:30]=[C:29]2[C@H:37]([OH:39])[CH3:38])[N:16]=3)[CH2:9]1, predict the reactants needed to synthesize it. The reactants are: C(OC([N:8]1[CH2:11][CH:10]([CH2:12][C:13]2[N:14]([CH3:40])[C:15]3[C:20]([N:21]=2)=[C:19]([N:22]2[CH2:27][CH2:26][O:25][CH2:24][CH2:23]2)[N:18]=[C:17]([N:28]2[C:32]4[CH:33]=[CH:34][CH:35]=[CH:36][C:31]=4[N:30]=[C:29]2[C@H:37]([OH:39])[CH3:38])[N:16]=3)[CH2:9]1)=O)(C)(C)C.C(O)(C(F)(F)F)=O. (4) Given the product [O:1]1[CH2:5][CH2:4][O:3][C:2]21[C@H:6]1[CH2:12][CH2:11][C@@H:10]2[CH2:9][CH:8]([OH:13])[CH2:7]1, predict the reactants needed to synthesize it. The reactants are: [O:1]1[CH2:5][CH2:4][O:3][C:2]21[C@H:10]1[CH2:11][CH2:12][C@@H:6]2[CH2:7][C:8](=[O:13])[CH2:9]1.C([O-])(O)=O.[Na+]. (5) The reactants are: [Br:1][C:2]1[CH:3]=[CH:4][C:5]2[O:9][CH:8]=[C:7]([C:10]([O:12][CH3:13])=[O:11])[C:6]=2[CH:14]=1.[Mg].Cl. Given the product [Br:1][C:2]1[CH:3]=[CH:4][C:5]2[O:9][CH2:8][CH:7]([C:10]([O:12][CH3:13])=[O:11])[C:6]=2[CH:14]=1, predict the reactants needed to synthesize it. (6) Given the product [CH2:1]([O:8][C:9](=[O:17])[NH:10][CH2:11][C@H:12]([OH:16])[CH2:13][CH:14]=[O:22])[C:2]1[CH:7]=[CH:6][CH:5]=[CH:4][CH:3]=1, predict the reactants needed to synthesize it. The reactants are: [CH2:1]([O:8][C:9](=[O:17])[NH:10][CH2:11][C@H:12]([OH:16])[CH2:13][CH:14]=C)[C:2]1[CH:7]=[CH:6][CH:5]=[CH:4][CH:3]=1.C[N+]1([O-])CC[O:22]CC1.I([O-])(=O)(=O)=O.[Na+].S([O-])([O-])=O.[Na+].[Na+]. (7) Given the product [NH2:25][CH2:26][C:27]1[CH:32]=[C:31]([C:2]2[CH:20]=[CH:19][CH:18]=[C:4]([CH2:5][O:6][C:7]3[CH:12]=[CH:11][CH:10]=[CH:9][C:8]=3[CH2:13][C:14]([OH:16])=[O:15])[CH:3]=2)[CH:30]=[CH:29][CH:28]=1, predict the reactants needed to synthesize it. The reactants are: Br[C:2]1[CH:3]=[C:4]([CH:18]=[CH:19][CH:20]=1)[CH2:5][O:6][C:7]1[CH:12]=[CH:11][CH:10]=[CH:9][C:8]=1[CH2:13][C:14]([O:16]C)=[O:15].C(Cl)Cl.Cl.[NH2:25][CH2:26][C:27]1[CH:28]=[C:29](B(O)O)[CH:30]=[CH:31][CH:32]=1.[O-]P([O-])([O-])=O.[K+].[K+].[K+].[Li+].[OH-].Cl. (8) Given the product [F:17][C:18]1[CH:25]=[C:24]([F:26])[CH:23]=[CH:22][C:19]=1[CH2:20][N:1]1[C:5]2=[CH:6][N:7]=[C:8]([C:10]([O:12][CH2:13][CH3:14])=[O:11])[CH:9]=[C:4]2[CH:3]=[CH:2]1, predict the reactants needed to synthesize it. The reactants are: [NH:1]1[C:5]2=[CH:6][N:7]=[C:8]([C:10]([O:12][CH2:13][CH3:14])=[O:11])[CH:9]=[C:4]2[CH:3]=[CH:2]1.[H-].[Na+].[F:17][C:18]1[CH:25]=[C:24]([F:26])[CH:23]=[CH:22][C:19]=1[CH2:20]Br.